From a dataset of Catalyst prediction with 721,799 reactions and 888 catalyst types from USPTO. Predict which catalyst facilitates the given reaction. (1) Reactant: Cl[C:2]1[N:9]=[C:8]([NH:10][C:11]2[CH:15]=[C:14]([CH3:16])[NH:13][N:12]=2)[CH:7]=[C:6]([C:17]([F:20])([F:19])[F:18])[C:3]=1[C:4]#[N:5].[O:21]([CH2:28][CH2:29][NH2:30])[C:22]1[CH:27]=[CH:26][CH:25]=[CH:24][CH:23]=1.C(=O)([O-])O.[Na+].CS(C)=O. Product: [O:21]([CH2:28][CH2:29][NH:30][C:2]1[N:9]=[C:8]([NH:10][C:11]2[CH:15]=[C:14]([CH3:16])[NH:13][N:12]=2)[CH:7]=[C:6]([C:17]([F:20])([F:19])[F:18])[C:3]=1[C:4]#[N:5])[C:22]1[CH:27]=[CH:26][CH:25]=[CH:24][CH:23]=1. The catalyst class is: 6. (2) Reactant: [F:1][C:2]([F:12])([F:11])[CH2:3][CH2:4][CH:5]([OH:10])[CH2:6][N+:7]([O-])=O. Product: [NH2:7][CH2:6][CH:5]([OH:10])[CH2:4][CH2:3][C:2]([F:12])([F:11])[F:1]. The catalyst class is: 19. (3) Reactant: [C:1]1([C:7]2[N:8]=[C:9]([CH:12]3[CH2:17][CH2:16][N:15](C(OC(C)(C)C)=O)[CH2:14][CH2:13]3)[S:10][CH:11]=2)[CH:6]=[CH:5][CH:4]=[CH:3][CH:2]=1.[ClH:25].O1CCOCC1. Product: [ClH:25].[C:1]1([C:7]2[N:8]=[C:9]([CH:12]3[CH2:17][CH2:16][NH:15][CH2:14][CH2:13]3)[S:10][CH:11]=2)[CH:2]=[CH:3][CH:4]=[CH:5][CH:6]=1. The catalyst class is: 2.